From a dataset of NCI-60 drug combinations with 297,098 pairs across 59 cell lines. Regression. Given two drug SMILES strings and cell line genomic features, predict the synergy score measuring deviation from expected non-interaction effect. (1) Drug 1: CC12CCC(CC1=CCC3C2CCC4(C3CC=C4C5=CN=CC=C5)C)O. Drug 2: CC(C)(C#N)C1=CC(=CC(=C1)CN2C=NC=N2)C(C)(C)C#N. Cell line: SF-268. Synergy scores: CSS=2.40, Synergy_ZIP=2.18, Synergy_Bliss=3.22, Synergy_Loewe=1.48, Synergy_HSA=0.809. (2) Drug 1: C1CNP(=O)(OC1)N(CCCl)CCCl. Drug 2: CC(C)CN1C=NC2=C1C3=CC=CC=C3N=C2N. Cell line: U251. Synergy scores: CSS=-30.2, Synergy_ZIP=10.2, Synergy_Bliss=-3.11, Synergy_Loewe=-16.5, Synergy_HSA=-21.1. (3) Drug 1: CC1C(C(=O)NC(C(=O)N2CCCC2C(=O)N(CC(=O)N(C(C(=O)O1)C(C)C)C)C)C(C)C)NC(=O)C3=C4C(=C(C=C3)C)OC5=C(C(=O)C(=C(C5=N4)C(=O)NC6C(OC(=O)C(N(C(=O)CN(C(=O)C7CCCN7C(=O)C(NC6=O)C(C)C)C)C)C(C)C)C)N)C. Drug 2: CN1C(=O)N2C=NC(=C2N=N1)C(=O)N. Cell line: SNB-19. Synergy scores: CSS=19.4, Synergy_ZIP=-4.51, Synergy_Bliss=2.44, Synergy_Loewe=-16.8, Synergy_HSA=-2.59. (4) Drug 1: C1=NC2=C(N1)C(=S)N=C(N2)N. Drug 2: C1C(C(OC1N2C=C(C(=O)NC2=O)F)CO)O. Cell line: COLO 205. Synergy scores: CSS=53.8, Synergy_ZIP=-3.84, Synergy_Bliss=-3.06, Synergy_Loewe=3.06, Synergy_HSA=3.98. (5) Drug 1: CN(C)N=NC1=C(NC=N1)C(=O)N. Drug 2: C1=CC=C(C=C1)NC(=O)CCCCCCC(=O)NO. Cell line: 786-0. Synergy scores: CSS=0.341, Synergy_ZIP=-2.12, Synergy_Bliss=0.226, Synergy_Loewe=-2.45, Synergy_HSA=0.463. (6) Drug 1: CCC1(CC2CC(C3=C(CCN(C2)C1)C4=CC=CC=C4N3)(C5=C(C=C6C(=C5)C78CCN9C7C(C=CC9)(C(C(C8N6C)(C(=O)OC)O)OC(=O)C)CC)OC)C(=O)OC)O.OS(=O)(=O)O. Drug 2: C(CCl)NC(=O)N(CCCl)N=O. Cell line: SK-OV-3. Synergy scores: CSS=-2.99, Synergy_ZIP=0.752, Synergy_Bliss=-1.04, Synergy_Loewe=-1.82, Synergy_HSA=-2.40.